Task: Predict which catalyst facilitates the given reaction.. Dataset: Catalyst prediction with 721,799 reactions and 888 catalyst types from USPTO (1) The catalyst class is: 3. Product: [C:16]([C:20]1[CH:24]=[C:23]([NH:25][C:26]([NH:28][C:29]2[CH:34]=[CH:33][C:32]([O:35][C:36]3[CH:41]=[CH:40][N:39]=[C:38]([NH:10][C:9]4[CH:11]=[C:12]([O:14][CH3:15])[CH:13]=[C:7]([S:4]([CH:1]5[CH2:3][CH2:2]5)(=[O:6])=[O:5])[CH:8]=4)[N:37]=3)=[C:31]([Cl:43])[C:30]=2[Cl:44])=[O:27])[N:22]([C:45]2[CH:50]=[CH:49][C:48]([CH3:51])=[CH:47][CH:46]=2)[N:21]=1)([CH3:19])([CH3:18])[CH3:17]. Reactant: [CH:1]1([S:4]([C:7]2[CH:8]=[C:9]([CH:11]=[C:12]([O:14][CH3:15])[CH:13]=2)[NH2:10])(=[O:6])=[O:5])[CH2:3][CH2:2]1.[C:16]([C:20]1[CH:24]=[C:23]([NH:25][C:26]([NH:28][C:29]2[CH:34]=[CH:33][C:32]([O:35][C:36]3[CH:41]=[CH:40][N:39]=[C:38](Cl)[N:37]=3)=[C:31]([Cl:43])[C:30]=2[Cl:44])=[O:27])[N:22]([C:45]2[CH:50]=[CH:49][C:48]([CH3:51])=[CH:47][CH:46]=2)[N:21]=1)([CH3:19])([CH3:18])[CH3:17].C([O-])(O)=O.[Na+]. (2) Reactant: [O:1]1[C:3]2([CH2:8][CH2:7][CH:6]([C:9]([O:11][CH2:12][CH3:13])=[O:10])[CH2:5][CH2:4]2)[CH2:2]1.[NH2:14][C:15]1[CH:20]=[CH:19][CH:18]=[CH:17][CH:16]=1.[NH4+].[Cl-]. Product: [OH:1][C:3]1([CH2:2][NH:14][C:15]2[CH:20]=[CH:19][CH:18]=[CH:17][CH:16]=2)[CH2:8][CH2:7][CH:6]([C:9]([O:11][CH2:12][CH3:13])=[O:10])[CH2:5][CH2:4]1. The catalyst class is: 218. (3) Reactant: CN(C(ON1N=NC2C=CC=NC1=2)=[N+](C)C)C.F[P-](F)(F)(F)(F)F.C(N(CC)C(C)C)(C)C.[CH3:34][C:35]1[CH:40]=[C:39]([CH3:41])[CH:38]=[C:37]([CH3:42])[C:36]=1[NH:43][C:44]([NH:46][C:47]1[C:48]([C:57](O)=[O:58])=[CH:49][C:50]2[C:55]([CH:56]=1)=[CH:54][CH:53]=[CH:52][CH:51]=2)=[O:45].Cl.[NH2:61][C@H:62]([C:66]([O:68][CH3:69])=[O:67])[CH:63]([CH3:65])[CH3:64].C([O-])(O)=O.[Na+]. Product: [CH3:34][C:35]1[CH:40]=[C:39]([CH3:41])[CH:38]=[C:37]([CH3:42])[C:36]=1[NH:43][C:44]([NH:46][C:47]1[C:48]([C:57]([NH:61][C@H:62]([C:66]([O:68][CH3:69])=[O:67])[CH:63]([CH3:65])[CH3:64])=[O:58])=[CH:49][C:50]2[C:55]([CH:56]=1)=[CH:54][CH:53]=[CH:52][CH:51]=2)=[O:45]. The catalyst class is: 3. (4) Reactant: COC1C=C(C=CC=1OC)C(C1C=CC=C(N)C=1)=O.[CH3:20][O:21][C:22]1[CH:23]=[C:24]([CH:36]=[CH:37][C:38]=1[O:39][CH3:40])[C:25]([C:27]1[CH:32]=[CH:31][C:30]([N+:33]([O-])=O)=[CH:29][CH:28]=1)=[O:26]. Product: [CH3:20][O:21][C:22]1[CH:23]=[C:24]([CH:36]=[CH:37][C:38]=1[O:39][CH3:40])[C:25]([C:27]1[CH:28]=[CH:29][C:30]([NH2:33])=[CH:31][CH:32]=1)=[O:26]. The catalyst class is: 153.